From a dataset of Forward reaction prediction with 1.9M reactions from USPTO patents (1976-2016). Predict the product of the given reaction. Given the reactants Cl.Cl.[O:3]1[CH2:8][CH2:7][CH:6]([CH2:9][NH:10][NH2:11])[CH2:5][CH2:4]1.C(O/[CH:15]=[C:16](\[C:22](=O)[CH3:23])/[C:17]([O:19][CH2:20][CH3:21])=[O:18])C, predict the reaction product. The product is: [CH3:23][C:22]1[N:10]([CH2:9][CH:6]2[CH2:7][CH2:8][O:3][CH2:4][CH2:5]2)[N:11]=[CH:15][C:16]=1[C:17]([O:19][CH2:20][CH3:21])=[O:18].